This data is from HIV replication inhibition screening data with 41,000+ compounds from the AIDS Antiviral Screen. The task is: Binary Classification. Given a drug SMILES string, predict its activity (active/inactive) in a high-throughput screening assay against a specified biological target. (1) The molecule is CCN=C(NC(=O)c1ccccc1Cl)SCSC(=NC(=O)c1ccccc1Cl)NCC. The result is 0 (inactive). (2) The compound is COC(=O)C1=C(C)NC2(C)C(C(=O)OC)CC1C2(C(C)=O)C(C)=O. The result is 0 (inactive). (3) The molecule is O=C(Nc1ccccc1)NC(CSSCC(NC(=O)Nc1ccccc1)C(=O)O)C(=O)O. The result is 0 (inactive). (4) The molecule is COc1cc(C2c3cc4c(cc3OC3(N5CCCC5)CCCC23)OCO4)cc(OC)c1OC. The result is 0 (inactive). (5) The molecule is CC(=O)C(CN(Cc1ccccc1)Cc1ccccc1)C(c1ccccc1)c1c(O)c2ccccc2oc1=O.Cl. The result is 0 (inactive). (6) The compound is CC(C)(C)OC(=O)C(C1NC2C(=O)OCC2(CO)S1)N1C(=O)c2ccccc2C1=O. The result is 0 (inactive). (7) The compound is CC(N)CNCC(C)N. The result is 0 (inactive). (8) The compound is CCC(C)C(=O)OC1CCC2(CO2)C2(COC(C)=O)C(OC(C)=O)CC(C)C(C)(CC(O)C3=CC(=O)OC3)C12. The result is 0 (inactive). (9) The molecule is COC1=C(OC)CCC(C(C#N)=Cc2ccc(OC)c(OC)c2)=C1. The result is 0 (inactive).